From a dataset of Full USPTO retrosynthesis dataset with 1.9M reactions from patents (1976-2016). Predict the reactants needed to synthesize the given product. (1) Given the product [CH3:1][O:2][C:3](=[O:12])[CH2:4][C:5]1[CH:10]=[CH:9][C:8]([C:56]2[C:55]([CH3:66])=[CH:54][C:53]([C:67]([CH2:68][CH3:69])([C:72]3[CH:77]=[CH:76][C:75](/[CH:78]=[CH:79]/[C:80]([CH2:84][CH3:85])([OH:83])[CH2:81][CH3:82])=[C:74]([CH3:86])[CH:73]=3)[CH2:70][CH3:71])=[CH:52][C:51]=2[CH3:50])=[CH:7][CH:6]=1, predict the reactants needed to synthesize it. The reactants are: [CH3:1][O:2][C:3](=[O:12])[CH2:4][C:5]1[CH:10]=[CH:9][C:8](Br)=[CH:7][CH:6]=1.C1(P(C2CCCCC2)C2C=CC=CC=2C2C(OC)=CC=CC=2OC)CCCCC1.P([O-])([O-])([O-])=O.[K+].[K+].[K+].[CH3:50][C:51]1[CH:52]=[C:53]([C:67]([C:72]2[CH:77]=[CH:76][C:75](/[CH:78]=[CH:79]/[C:80]([CH2:84][CH3:85])([OH:83])[CH2:81][CH3:82])=[C:74]([CH3:86])[CH:73]=2)([CH2:70][CH3:71])[CH2:68][CH3:69])[CH:54]=[C:55]([CH3:66])[C:56]=1B1OC(C)(C)C(C)(C)O1.[Cl-].[NH4+]. (2) Given the product [N:15]1[CH:16]=[CH:17][CH:18]=[CH:19][C:14]=1[C:2]1[CH:7]=[CH:6][CH:5]=[C:4]([C:16]2[CH:17]=[CH:18][CH:19]=[CH:14][N:15]=2)[CH:3]=1, predict the reactants needed to synthesize it. The reactants are: Br[C:2]1[CH:7]=[CH:6][CH:5]=[C:4](Br)[CH:3]=1.C([Sn](CCCC)(CCCC)[C:14]1[CH:19]=[CH:18][CH:17]=[CH:16][N:15]=1)CCC.[Cl-].[Li+].[F-].[K+]. (3) Given the product [CH3:15][O:16][C:17]1[CH:18]=[CH:19][C:20]([C:23](=[O:28])[C:24](=[CH:13][C:5]2[CH:6]=[CH:7][CH:8]=[C:9]3[C:4]=2[O:3][C:2]([CH3:1])=[CH:11][C:10]3=[O:12])[C:25](=[O:27])[CH3:26])=[CH:21][CH:22]=1, predict the reactants needed to synthesize it. The reactants are: [CH3:1][C:2]1[O:3][C:4]2[C:9]([C:10](=[O:12])[CH:11]=1)=[CH:8][CH:7]=[CH:6][C:5]=2[CH:13]=O.[CH3:15][O:16][C:17]1[CH:22]=[CH:21][C:20]([C:23](=[O:28])[CH2:24][C:25](=[O:27])[CH3:26])=[CH:19][CH:18]=1.C(O)(=O)C.N1CCCCC1. (4) Given the product [CH3:1][O:2][N:3]([CH3:28])[C:4]([C:6]1[C:11]([N:12]([S:13]([C:16]2[CH:21]=[CH:20][C:19]([Cl:22])=[C:18]([C:23]([F:26])([F:24])[F:25])[CH:17]=2)(=[O:15])=[O:14])[CH2:35][O:36][CH3:37])=[CH:10][C:9]([CH3:27])=[CH:8][N:7]=1)=[O:5], predict the reactants needed to synthesize it. The reactants are: [CH3:1][O:2][N:3]([CH3:28])[C:4]([C:6]1[C:11]([NH:12][S:13]([C:16]2[CH:21]=[CH:20][C:19]([Cl:22])=[C:18]([C:23]([F:26])([F:25])[F:24])[CH:17]=2)(=[O:15])=[O:14])=[CH:10][C:9]([CH3:27])=[CH:8][N:7]=1)=[O:5].C(=O)([O-])[O-].[K+].[K+].[CH3:35][O:36][CH2:37]Cl. (5) Given the product [Br:1][C:2]1[CH:12]=[CH:11][C:5]2[O:6][C:7]3[C:8](=[O:9])[NH:10][C:16]([CH2:17][NH:32][C:22]([CH3:21])([CH3:31])[CH2:23][N:24]4[CH2:29][CH2:28][N:27]([CH3:30])[CH2:26][CH2:25]4)=[N:14][C:13]=3[C:4]=2[CH:3]=1, predict the reactants needed to synthesize it. The reactants are: [Br:1][C:2]1[CH:12]=[CH:11][C:5]([O:6][CH2:7][C:8]([NH2:10])=[O:9])=[C:4]([C:13]#[N:14])[CH:3]=1.N1CCC[CH2:17][CH2:16]1.[CH3:21][C:22]([NH2:32])([CH3:31])[CH2:23][N:24]1[CH2:29][CH2:28][N:27]([CH3:30])[CH2:26][CH2:25]1. (6) Given the product [C:16]([NH:15][C:14]1[C:13]2[C:8](=[CH:9][CH:10]=[C:11]([C:19]3[CH:20]=[CH:21][C:22]([O:25][CH:26]([CH3:28])[CH3:27])=[CH:23][CH:24]=3)[CH:12]=2)[N:7]([C:29]2[CH:30]=[CH:31][C:32]([O:35][CH:36]([CH3:37])[CH3:38])=[CH:33][CH:34]=2)[C:6]=1[C:4]([OH:5])=[O:3])(=[O:18])[CH3:17], predict the reactants needed to synthesize it. The reactants are: C([O:3][C:4]([C:6]1[N:7]([C:29]2[CH:34]=[CH:33][C:32]([O:35][CH:36]([CH3:38])[CH3:37])=[CH:31][CH:30]=2)[C:8]2[C:13]([C:14]=1[NH:15][C:16](=[O:18])[CH3:17])=[CH:12][C:11]([C:19]1[CH:24]=[CH:23][C:22]([O:25][CH:26]([CH3:28])[CH3:27])=[CH:21][CH:20]=1)=[CH:10][CH:9]=2)=[O:5])C.[OH-].[Na+].Cl.